Task: Predict the product of the given reaction.. Dataset: Forward reaction prediction with 1.9M reactions from USPTO patents (1976-2016) (1) Given the reactants [Br:1][C:2]1[CH:3]=[C:4]([CH:7]=[CH:8][C:9]=1[O:10][CH3:11])[CH:5]=O.[C:12]([NH:15][C:16]1[CH:24]=[C:23]2[C:19]([CH2:20][C:21](=[O:25])[NH:22]2)=[CH:18][CH:17]=1)(=[O:14])[CH3:13], predict the reaction product. The product is: [Br:1][C:2]1[CH:3]=[C:4]([CH:7]=[CH:8][C:9]=1[O:10][CH3:11])[CH:5]=[C:20]1[C:19]2[C:23](=[CH:24][C:16]([NH:15][C:12](=[O:14])[CH3:13])=[CH:17][CH:18]=2)[NH:22][C:21]1=[O:25]. (2) Given the reactants C[Al](C)C.CO[C:7]([C:9]1[S:13][C:12]([N:14]2[CH2:19][CH2:18][N:17]([C:20]([O:22][C:23]([CH3:26])([CH3:25])[CH3:24])=[O:21])[CH2:16][CH2:15]2)=[CH:11][CH:10]=1)=[O:8].[CH3:27][O:28][C:29]1[CH:30]=[C:31]([CH2:37][CH2:38][C:39]2[CH:40]=[C:41]([NH2:44])[NH:42][N:43]=2)[CH:32]=[C:33]([O:35][CH3:36])[CH:34]=1, predict the reaction product. The product is: [CH3:36][O:35][C:33]1[CH:32]=[C:31]([CH2:37][CH2:38][C:39]2[CH:40]=[C:41]([NH:44][C:7]([C:9]3[S:13][C:12]([N:14]4[CH2:15][CH2:16][N:17]([C:20]([O:22][C:23]([CH3:24])([CH3:25])[CH3:26])=[O:21])[CH2:18][CH2:19]4)=[CH:11][CH:10]=3)=[O:8])[NH:42][N:43]=2)[CH:30]=[C:29]([O:28][CH3:27])[CH:34]=1. (3) Given the reactants C(OC([N:8]1[CH2:14][CH2:13][CH2:12][N:11]([C:15]2[N:23]([CH2:24][CH:25]=[C:26]([CH3:28])[CH3:27])[C:22]3[C:21](=[O:29])[N:20]([CH2:30][C:31]4[C:36]([C:37]([O:39][CH3:40])=[O:38])=[CH:35][CH:34]=[CH:33][N:32]=4)[C:19](=[O:41])[N:18]([CH3:42])[C:17]=3[C:16]=2[C:43]#[N:44])[CH2:10][CH2:9]1)=O)(C)(C)C.FC(F)(F)C(O)=O, predict the reaction product. The product is: [C:43]([C:16]1[C:17]2[N:18]([CH3:42])[C:19](=[O:41])[N:20]([CH2:30][C:31]3[N:32]=[CH:33][CH:34]=[CH:35][C:36]=3[C:37]([O:39][CH3:40])=[O:38])[C:21](=[O:29])[C:22]=2[N:23]([CH2:24][CH:25]=[C:26]([CH3:27])[CH3:28])[C:15]=1[N:11]1[CH2:12][CH2:13][CH2:14][NH:8][CH2:9][CH2:10]1)#[N:44]. (4) Given the reactants [O:1]1[CH:5]=[CH:4][CH:3]=[C:2]1[C:6]1[C:7]2[NH:15][N:14]=[N:13][C:8]=2[N:9]=[C:10]([NH2:12])[N:11]=1.[CH2:16]([N:23]=[C:24]=[O:25])[C:17]1[CH:22]=[CH:21][CH:20]=[CH:19][CH:18]=1, predict the reaction product. The product is: [NH2:12][C:10]1[N:11]=[C:6]([C:2]2[O:1][CH:5]=[CH:4][CH:3]=2)[C:7]2[N:15]=[N:14][N:13]([C:24]([NH:23][CH2:16][C:17]3[CH:22]=[CH:21][CH:20]=[CH:19][CH:18]=3)=[O:25])[C:8]=2[N:9]=1. (5) Given the reactants [OH:1][C:2]1[CH:7]=[CH:6][CH:5]=[CH:4][C:3]=1[CH2:8][CH2:9][CH2:10][NH:11][CH2:12][C:13]([NH2:15])=[O:14].C([O-])([O-])=O.[K+].[K+].[Cl:22][C:23]1[C:24](F)=[CH:25][C:26]([F:45])=[C:27]([S:29]([N:32]([C:40]2[N:41]=[CH:42][S:43][CH:44]=2)[C:33](=[O:39])[O:34][C:35]([CH3:38])([CH3:37])[CH3:36])(=[O:31])=[O:30])[CH:28]=1.O, predict the reaction product. The product is: [NH2:15][C:13](=[O:14])[CH2:12][NH:11][CH2:10][CH2:9][CH2:8][C:3]1[CH:4]=[CH:5][CH:6]=[CH:7][C:2]=1[O:1][C:24]1[C:23]([Cl:22])=[CH:28][C:27]([S:29]([N:32]([C:40]2[N:41]=[CH:42][S:43][CH:44]=2)[C:33](=[O:39])[O:34][C:35]([CH3:38])([CH3:37])[CH3:36])(=[O:31])=[O:30])=[C:26]([F:45])[CH:25]=1.